This data is from Peptide-MHC class I binding affinity with 185,985 pairs from IEDB/IMGT. The task is: Regression. Given a peptide amino acid sequence and an MHC pseudo amino acid sequence, predict their binding affinity value. This is MHC class I binding data. (1) The peptide sequence is PLSAIPPSRSM. The MHC is Mamu-A02 with pseudo-sequence Mamu-A02. The binding affinity (normalized) is 0.558. (2) The peptide sequence is KIFFRPTTI. The MHC is HLA-B15:03 with pseudo-sequence HLA-B15:03. The binding affinity (normalized) is 0.271. (3) The peptide sequence is FESVAWSA. The MHC is HLA-B40:02 with pseudo-sequence HLA-B40:02. The binding affinity (normalized) is 0.590. (4) The peptide sequence is AASSTHRKVA. The MHC is HLA-A02:01 with pseudo-sequence HLA-A02:01. The binding affinity (normalized) is 0. (5) The MHC is Mamu-A01 with pseudo-sequence Mamu-A01. The peptide sequence is TTSLYKGVYEL. The binding affinity (normalized) is 0.453. (6) The peptide sequence is FIFFLLLAGR. The MHC is HLA-A02:01 with pseudo-sequence HLA-A02:01. The binding affinity (normalized) is 0.427.